From a dataset of Full USPTO retrosynthesis dataset with 1.9M reactions from patents (1976-2016). Predict the reactants needed to synthesize the given product. (1) Given the product [N:4]1[CH:5]=[CH:6][N:7]=[CH:8][C:3]=1[CH2:2][N:13]1[C:9](=[O:19])[C:10]2[C:11](=[CH:15][CH:16]=[CH:17][CH:18]=2)[C:12]1=[O:14], predict the reactants needed to synthesize it. The reactants are: Cl[CH2:2][C:3]1[CH:8]=[N:7][CH:6]=[CH:5][N:4]=1.[C:9]1(=[O:19])[NH:13][C:12](=[O:14])[C:11]2=[CH:15][CH:16]=[CH:17][CH:18]=[C:10]12.[K]. (2) The reactants are: [NH2:1][C:2]1[CH:3]=[C:4]([C:9]2[O:10][C:11]3[CH:17]=[CH:16][CH:15]=[C:14](C4C=CC=CC=4)[C:12]=3[N:13]=2)[CH:5]=[CH:6][C:7]=1[CH3:8].[CH:24]1[C:29]([C:30]([OH:32])=[O:31])=[CH:28][C:27]2[C:33]([O:35][C:36](=[O:37])[C:26]=2[CH:25]=1)=O. Given the product [CH3:8][C:7]1[CH:6]=[CH:5][C:4]([C:9]2[O:10][C:11]3[CH:17]=[CH:16][C:15]([C:2]4[CH:3]=[CH:4][CH:5]=[CH:6][CH:7]=4)=[CH:14][C:12]=3[N:13]=2)=[CH:3][C:2]=1[N:1]1[C:33](=[O:35])[C:27]2[C:26](=[CH:25][CH:24]=[C:29]([C:30]([OH:32])=[O:31])[CH:28]=2)[C:36]1=[O:37], predict the reactants needed to synthesize it. (3) The reactants are: [N:1]12[CH2:9][CH2:8][CH:5]([CH2:6][CH2:7]1)[N:4]([C:10]1[N:15]=[CH:14][C:13]([NH2:16])=[CH:12][N:11]=1)[CH2:3][CH2:2]2.[C:17]1([C:22]([Cl:24])=[O:23])[CH2:21][CH2:20][CH2:19][CH:18]=1. Given the product [ClH:24].[N:1]12[CH2:7][CH2:6][CH:5]([CH2:8][CH2:9]1)[N:4]([C:10]1[N:15]=[CH:14][C:13]([NH:16][C:22]([C:17]3[CH2:21][CH2:20][CH2:19][CH:18]=3)=[O:23])=[CH:12][N:11]=1)[CH2:3][CH2:2]2, predict the reactants needed to synthesize it.